This data is from Reaction yield outcomes from USPTO patents with 853,638 reactions. The task is: Predict the reaction yield, written as a fraction of the theoretical maximum amount of product (1.0 means a 100% yield; for example, 0.34 means a 34% yield). (1) The reactants are CS(C)=O.Cl[C:6]1[N:7]([CH2:28][CH:29]2[CH2:31][CH2:30]2)[C:8]2[C:13]([N:14]=1)=[C:12]([N:15]1[CH2:20][CH2:19][O:18][CH2:17][CH2:16]1)[N:11]=[C:10]([C:21]1[CH:22]=[N:23][C:24]([NH2:27])=[N:25][CH:26]=1)[N:9]=2.[CH3:32][C@H:33]1[CH2:38][NH:37][CH2:36][C@@H:35]([CH3:39])[NH:34]1. The catalyst is ClCCl.CO. The product is [CH:29]1([CH2:28][N:7]2[C:6]([N:37]3[CH2:36][C@H:35]([CH3:39])[NH:34][C@H:33]([CH3:32])[CH2:38]3)=[N:14][C:13]3[C:8]2=[N:9][C:10]([C:21]2[CH:22]=[N:23][C:24]([NH2:27])=[N:25][CH:26]=2)=[N:11][C:12]=3[N:15]2[CH2:20][CH2:19][O:18][CH2:17][CH2:16]2)[CH2:31][CH2:30]1. The yield is 1.00. (2) The reactants are [Cl:1][C:2]1[CH:3]=[C:4]([C:8]2[O:9][C:10]3[CH2:15][CH2:14][N:13]([C:16]4[N:23]=[CH:22][CH:21]=C[C:17]=4[C:18]#[N:19])[CH2:12][C:11]=3[N:24]=2)[CH:5]=[CH:6][CH:7]=1.ClC1C(C#N)=[N:28]C=CN=1. The catalyst is CCOC(C)=O. The product is [Cl:1][C:2]1[CH:3]=[C:4]([C:8]2[O:9][C:10]3[CH2:15][CH2:14][N:13]([C:16]4[C:17]([C:18]#[N:19])=[N:28][CH:21]=[CH:22][N:23]=4)[CH2:12][C:11]=3[N:24]=2)[CH:5]=[CH:6][CH:7]=1. The yield is 0.180.